This data is from NCI-60 drug combinations with 297,098 pairs across 59 cell lines. The task is: Regression. Given two drug SMILES strings and cell line genomic features, predict the synergy score measuring deviation from expected non-interaction effect. Drug 1: CC12CCC3C(C1CCC2O)C(CC4=C3C=CC(=C4)O)CCCCCCCCCS(=O)CCCC(C(F)(F)F)(F)F. Drug 2: CC1=C(C(=O)C2=C(C1=O)N3CC4C(C3(C2COC(=O)N)OC)N4)N. Cell line: LOX IMVI. Synergy scores: CSS=38.0, Synergy_ZIP=-0.0465, Synergy_Bliss=-3.81, Synergy_Loewe=-36.3, Synergy_HSA=-5.47.